This data is from Full USPTO retrosynthesis dataset with 1.9M reactions from patents (1976-2016). The task is: Predict the reactants needed to synthesize the given product. (1) Given the product [CH3:1][O:2][C:3]1[CH:4]=[C:5]2[C:10](=[CH:11][C:12]=1[O:13][CH3:14])[N:9]=[CH:8][CH:7]=[C:6]2[O:15][C:16]1[CH:22]=[CH:21][C:19]([NH:20][C:28]([NH:39][CH2:36][CH2:37][CH3:38])=[O:34])=[C:18]([F:23])[CH:17]=1, predict the reactants needed to synthesize it. The reactants are: [CH3:1][O:2][C:3]1[CH:4]=[C:5]2[C:10](=[CH:11][C:12]=1[O:13][CH3:14])[N:9]=[CH:8][CH:7]=[C:6]2[O:15][C:16]1[CH:22]=[CH:21][C:19]([NH2:20])=[C:18]([F:23])[CH:17]=1.ClC(Cl)(O[C:28](=[O:34])OC(Cl)(Cl)Cl)Cl.[CH2:36]([NH2:39])[CH2:37][CH3:38].C(=O)([O-])O.[Na+]. (2) Given the product [CH3:30][O:29][N:28]([CH3:27])[C:8]([C:4]1[S:3][C:2]([CH3:1])=[N:6][C:5]=1[CH3:7])=[O:10], predict the reactants needed to synthesize it. The reactants are: [CH3:1][C:2]1[S:3][C:4]([C:8]([OH:10])=O)=[C:5]([CH3:7])[N:6]=1.C(Cl)Cl.C(N1C=CN=C1)(N1C=CN=C1)=O.Cl.[CH3:27][NH:28][O:29][CH3:30]. (3) The reactants are: [CH3:1][S:2]([O:5][C:6]1[C:14]([O:15][CH3:16])=[CH:13][C:12]([C:17]2[N:18]([C:28]([O:30][C:31]([CH3:34])([CH3:33])[CH3:32])=[O:29])[C:19]3[C:24]([CH:25]=2)=[CH:23][C:22](C=O)=[CH:21][CH:20]=3)=[C:11]2[C:7]=1[CH2:8][NH:9][C:10]2=[O:35])(=[O:4])=[O:3].[CH3:36][O:37][CH2:38][CH2:39][NH:40][CH3:41].[C:42](O)(=O)C.C(O[BH-](OC(=O)C)OC(=O)C)(=O)C.[Na+]. Given the product [CH3:1][S:2]([O:5][C:6]1[C:14]([O:15][CH3:16])=[CH:13][C:12]([C:17]2[N:18]([C:28]([O:30][C:31]([CH3:33])([CH3:34])[CH3:32])=[O:29])[C:19]3[C:24]([CH:25]=2)=[CH:23][C:22]([CH2:41][N:40]([CH3:42])[CH2:39][CH2:38][O:37][CH3:36])=[CH:21][CH:20]=3)=[C:11]2[C:7]=1[CH2:8][NH:9][C:10]2=[O:35])(=[O:4])=[O:3], predict the reactants needed to synthesize it. (4) Given the product [F:69][C:63]1[C:64]([F:68])=[CH:65][CH:66]=[CH:67][C:62]=1[CH2:61][S:60][C:54]1[N:53]=[C:52]([NH:10][S:7]([CH:4]2[CH2:5][CH2:6][NH:1][CH2:2][CH2:3]2)(=[O:9])=[O:8])[CH:57]=[C:56]([O:58][CH3:59])[N:55]=1, predict the reactants needed to synthesize it. The reactants are: [NH:1]1[CH2:6][CH2:5][CH:4]([S:7]([NH2:10])(=[O:9])=[O:8])[CH2:3][CH2:2]1.C1(P(C2CCCCC2)C2C=CC=CC=2C2C(C(C)C)=CC(C(C)C)=CC=2C(C)C)CCCCC1.C(=O)([O-])[O-].[Cs+].[Cs+].Cl[C:52]1[CH:57]=[C:56]([O:58][CH3:59])[N:55]=[C:54]([S:60][CH2:61][C:62]2[CH:67]=[CH:66][CH:65]=[C:64]([F:68])[C:63]=2[F:69])[N:53]=1. (5) Given the product [NH2:1][C:2]1[CH:7]=[CH:6][C:5]([O:8][C:18]2[CH:23]=[CH:22][N:21]=[C:20]3[CH:24]=[C:25]([C:27]4[N:28]=[CH:29][N:30]([CH2:32][CH2:33][N:34]5[CH2:35][CH2:36][N:37]([C:40]([O:42][C:43]([CH3:46])([CH3:45])[CH3:44])=[O:41])[CH2:38][CH2:39]5)[CH:31]=4)[S:26][C:19]=23)=[C:4]([F:9])[CH:3]=1, predict the reactants needed to synthesize it. The reactants are: [NH2:1][C:2]1[CH:7]=[CH:6][C:5]([OH:8])=[C:4]([F:9])[CH:3]=1.Cl.CC([O-])(C)C.[K+].Cl[C:18]1[CH:23]=[CH:22][N:21]=[C:20]2[CH:24]=[C:25]([C:27]3[N:28]=[CH:29][N:30]([CH2:32][CH2:33][N:34]4[CH2:39][CH2:38][N:37]([C:40]([O:42][C:43]([CH3:46])([CH3:45])[CH3:44])=[O:41])[CH2:36][CH2:35]4)[CH:31]=3)[S:26][C:19]=12.Cl.NC1C=CC(O)=C(F)C=1.C1([O-])C=CC=CC=1. (6) The reactants are: C([O-])([O-])=O.[K+].[K+].C1(O)C=CC=CC=1.[OH:14][C@@H:15]([C:26]1[CH:31]=[CH:30][CH:29]=[C:28]([OH:32])[CH:27]=1)[CH2:16][CH2:17][NH:18][C:19](=[O:25])[O:20][C:21]([CH3:24])([CH3:23])[CH3:22].CC1C=CC(S(O[CH2:44][CH:45]2[CH2:50][CH2:49][CH2:48][S:47][CH2:46]2)(=O)=O)=CC=1. Given the product [OH:14][C@@H:15]([C:26]1[CH:31]=[CH:30][CH:29]=[C:28]([O:32][CH2:44][CH:45]2[CH2:50][CH2:49][CH2:48][S:47][CH2:46]2)[CH:27]=1)[CH2:16][CH2:17][NH:18][C:19](=[O:25])[O:20][C:21]([CH3:24])([CH3:23])[CH3:22], predict the reactants needed to synthesize it. (7) Given the product [C:44]([OH:54])(=[O:43])[CH3:45].[OH:32][C@H:31]([C:33]1[CH:42]=[CH:41][C:40]([OH:43])=[C:39]2[C:34]=1[CH:35]=[CH:36][C:37](=[O:51])[NH:38]2)[CH2:30][NH:8][CH2:9][CH2:10][CH2:11][CH2:12][CH2:13][CH2:14][O:15][CH2:16][CH2:17][CH2:18][CH2:19][C:20]1[CH:21]=[C:22]([S:26]([NH2:29])(=[O:27])=[O:28])[CH:23]=[CH:24][CH:25]=1, predict the reactants needed to synthesize it. The reactants are: C([N:8]([CH2:30][C@@H:31]([C:33]1[CH:42]=[CH:41][C:40]([O:43][CH2:44][C:45]2C=CC=CC=2)=[C:39]2[C:34]=1[CH:35]=[CH:36][C:37](=[O:51])[NH:38]2)[OH:32])[CH2:9][CH2:10][CH2:11][CH2:12][CH2:13][CH2:14][O:15][CH2:16][CH2:17][CH2:18][CH2:19][C:20]1[CH:21]=[C:22]([S:26]([NH2:29])(=[O:28])=[O:27])[CH:23]=[CH:24][CH:25]=1)C1C=CC=CC=1.C([OH:54])C. (8) Given the product [CH3:1][O:2][C:3](=[O:21])[NH:4][C:5]1[CH:10]=[CH:9][C:8]2[N:11]([CH2:12][CH2:13][N:14]3[CH2:19][CH2:18][CH2:17][CH2:16][CH2:15]3)[C:22]([C:23]([CH3:28])([CH3:27])[CH3:24])=[N:20][C:7]=2[CH:6]=1, predict the reactants needed to synthesize it. The reactants are: [CH3:1][O:2][C:3](=[O:21])[NH:4][C:5]1[CH:10]=[CH:9][C:8]([NH:11][CH2:12][CH2:13][N:14]2[CH2:19][CH2:18][CH2:17][CH2:16][CH2:15]2)=[C:7]([NH2:20])[CH:6]=1.[CH3:22][C:23]([CH3:28])([CH3:27])[C:24](Cl)=O. (9) Given the product [CH3:26][O:19][C:18]([C:17]1[C:11]2[N:10]=[C:9]([C:4]3[CH:5]=[CH:6][C:7]([F:8])=[C:2]([Cl:1])[CH:3]=3)[NH:13][C:12]=2[C:14]([OH:21])=[CH:15][CH:16]=1)=[O:20], predict the reactants needed to synthesize it. The reactants are: [Cl:1][C:2]1[CH:3]=[C:4]([C:9]2[NH:13][C:12]3[C:14]([OH:21])=[CH:15][CH:16]=[C:17]([C:18]([OH:20])=[O:19])[C:11]=3[N:10]=2)[CH:5]=[CH:6][C:7]=1[F:8].O=S(Cl)Cl.[CH3:26]O. (10) Given the product [Br-:2].[CH3:21][O:20][C:5]1[C:6]2[C:15](=[S+:14][C:13]3[C:8]([N:7]=2)=[C:9]([O:18][CH3:19])[CH:10]=[C:11]([N:26]2[CH2:27][CH2:28][N:23]([CH3:22])[CH2:24][CH2:25]2)[CH:12]=3)[CH:16]=[C:3]([N:26]2[CH2:27][CH2:28][N:23]([CH3:22])[CH2:24][CH2:25]2)[CH:4]=1, predict the reactants needed to synthesize it. The reactants are: [Br-].[Br:2][C:3]1[CH:4]=[C:5]([O:20][CH3:21])[C:6]2[C:15]([CH:16]=1)=[S+:14][C:13]1[C:8](=[C:9]([O:18][CH3:19])[CH:10]=[C:11](Br)[CH:12]=1)[N:7]=2.[CH3:22][N:23]1[CH2:28][CH2:27][NH:26][CH2:25][CH2:24]1.